From a dataset of Full USPTO retrosynthesis dataset with 1.9M reactions from patents (1976-2016). Predict the reactants needed to synthesize the given product. (1) Given the product [I:1][C:2]1[C:36]2[C:31](=[CH:32][N:33]=[CH:34][CH:35]=2)[O:4][C:3]=1[C:11]1[CH:16]=[CH:15][C:14]([C:17]2([NH:21][C:22](=[O:28])[O:23][C:24]([CH3:27])([CH3:25])[CH3:26])[CH2:20][CH2:19][CH2:18]2)=[CH:13][CH:12]=1, predict the reactants needed to synthesize it. The reactants are: [I:1][C:2]1C2C=NC=CC=2[O:4][C:3]=1[C:11]1[CH:16]=[CH:15][C:14]([C:17]2([NH:21][C:22](=[O:28])[O:23][C:24]([CH3:27])([CH3:26])[CH3:25])[CH2:20][CH2:19][CH2:18]2)=[CH:13][CH:12]=1.CO[C:31]1[CH:32]=[N:33][CH:34]=[CH:35][C:36]=1C#CC1C=CC(C2(NC(=O)OC(C)(C)C)CCC2)=CC=1. (2) Given the product [I:1][C:2]1[CH:8]=[C:7]([N+:9]([O-:11])=[O:10])[CH:6]=[CH:5][C:3]=1[N:4]([S:13]([CH3:12])(=[O:15])=[O:14])[S:13]([CH3:12])(=[O:15])=[O:14], predict the reactants needed to synthesize it. The reactants are: [I:1][C:2]1[CH:8]=[C:7]([N+:9]([O-:11])=[O:10])[CH:6]=[CH:5][C:3]=1[NH2:4].[CH3:12][S:13](Cl)(=[O:15])=[O:14].[NH4+].[Cl-]. (3) Given the product [CH3:13][O:12][C:9]1[CH:10]=[C:11]2[C:6](=[CH:7][C:8]=1[O:14][CH3:15])[N:5]=[CH:4][CH:3]=[C:2]2[O:23][C:22]1[CH:21]=[CH:20][C:19]([N:24]2[C:28](=[O:29])[CH2:27][CH:26]([NH:30][C:31](=[O:38])[C:32]3[CH:37]=[CH:36][CH:35]=[CH:34][CH:33]=3)[CH2:25]2)=[CH:18][C:17]=1[F:16], predict the reactants needed to synthesize it. The reactants are: Cl[C:2]1[C:11]2[C:6](=[CH:7][C:8]([O:14][CH3:15])=[C:9]([O:12][CH3:13])[CH:10]=2)[N:5]=[CH:4][CH:3]=1.[F:16][C:17]1[CH:18]=[C:19]([N:24]2[C:28](=[O:29])[CH2:27][CH:26]([NH:30][C:31](=[O:38])[C:32]3[CH:37]=[CH:36][CH:35]=[CH:34][CH:33]=3)[CH2:25]2)[CH:20]=[CH:21][C:22]=1[OH:23]. (4) Given the product [N+:2]([C:5]1[CH:10]=[CH:9][CH:8]=[CH:7][C:6]=1[S:11]([N:14]1[CH2:19][CH2:18][N:17]([C:31](=[O:32])[CH2:30][N:21]2[CH:29]=[C:27]([CH3:28])[C:25](=[O:26])[NH:24][C:22]2=[O:23])[CH2:16][C:15]1=[O:20])(=[O:12])=[O:13])([O-:4])=[O:3], predict the reactants needed to synthesize it. The reactants are: Cl.[N+:2]([C:5]1[CH:10]=[CH:9][CH:8]=[CH:7][C:6]=1[S:11]([N:14]1[CH2:19][CH2:18][NH:17][CH2:16][C:15]1=[O:20])(=[O:13])=[O:12])([O-:4])=[O:3].[N:21]1([CH2:30][C:31](O)=[O:32])[CH:29]=[C:27]([CH3:28])[C:25](=[O:26])[NH:24][C:22]1=[O:23].C1CN([P+](ON2N=NC3C=CC=CC2=3)(N2CCCC2)N2CCCC2)CC1.F[P-](F)(F)(F)(F)F.C(N(CC)C(C)C)(C)C. (5) Given the product [NH:37]1[C:38]2[C:34](=[CH:33][C:32]([CH2:31][N:30]3[S:41](=[O:43])(=[O:42])[NH:44][C:45](=[O:47])[CH2:29]3)=[CH:40][CH:39]=2)[CH:35]=[CH:36]1, predict the reactants needed to synthesize it. The reactants are: O.O.O.[F-].C([N+](CCCC)(CCCC)CCCC)CCC.CC(O)=O.COC(=O)[CH2:29][N:30]([S:41]([NH:44][C:45]([O:47]CC[Si](C)(C)C)=O)(=[O:43])=[O:42])[CH2:31][C:32]1[CH:33]=[C:34]2[C:38](=[CH:39][CH:40]=1)[NH:37][CH:36]=[CH:35]2.CC#N. (6) The reactants are: [CH2:1]([C:3]1[NH:4][C:5](=[O:27])[C:6]([CH2:12][C:13]2[CH:18]=[CH:17][C:16]([C:19]3[C:20]([C:25]#[N:26])=[CH:21][CH:22]=[CH:23][CH:24]=3)=[CH:15][CH:14]=2)=[C:7]([CH2:9][CH2:10][CH3:11])[N:8]=1)[CH3:2].[C:28]([O:32][C:33]1[CH:38]=[CH:37][C:36](B(O)O)=[CH:35][CH:34]=1)([CH3:31])([CH3:30])[CH3:29].C(N(CC)CC)C.N1C=CC=CC=1. Given the product [C:28]([O:32][C:33]1[CH:38]=[CH:37][C:36]([N:4]2[C:5](=[O:27])[C:6]([CH2:12][C:13]3[CH:18]=[CH:17][C:16]([C:19]4[C:20]([C:25]#[N:26])=[CH:21][CH:22]=[CH:23][CH:24]=4)=[CH:15][CH:14]=3)=[C:7]([CH2:9][CH2:10][CH3:11])[N:8]=[C:3]2[CH2:1][CH3:2])=[CH:35][CH:34]=1)([CH3:31])([CH3:29])[CH3:30], predict the reactants needed to synthesize it. (7) Given the product [Br:8][C:5]1[N:4]2[N:11]=[CH:10][N:9]=[C:3]2[C:2]([Br:1])=[N:7][CH:6]=1, predict the reactants needed to synthesize it. The reactants are: [Br:1][C:2]1[C:3]([N:9](O)[CH:10]=[NH:11])=[N:4][C:5]([Br:8])=[CH:6][N:7]=1.C([O-])(O)=O.[Na+]. (8) Given the product [CH3:1][O:2][CH2:3][CH2:4][O:5][C:6]1[CH:7]=[C:8]2[C:12](=[C:13]([N:15]([CH3:25])[S:16]([C:19]3[CH:24]=[CH:23][CH:22]=[CH:21][N:20]=3)(=[O:17])=[O:18])[CH:14]=1)[NH:11][C:10]([C:26]1[S:27][CH2:28][C@@H:29]([C:31]([NH2:35])=[O:32])[N:30]=1)=[CH:9]2, predict the reactants needed to synthesize it. The reactants are: [CH3:1][O:2][CH2:3][CH2:4][O:5][C:6]1[CH:7]=[C:8]2[C:12](=[C:13]([N:15]([CH3:25])[S:16]([C:19]3[CH:24]=[CH:23][CH:22]=[CH:21][N:20]=3)(=[O:18])=[O:17])[CH:14]=1)[NH:11][C:10]([C:26]1[S:27][CH2:28][C@@H:29]([C:31](O)=[O:32])[N:30]=1)=[CH:9]2.[NH4+].[N:35]1(O)C2C=CC=CC=2N=N1.Cl.CN(C)CCCN=C=NCC.C(N(CC)CC)C.